From a dataset of Catalyst prediction with 721,799 reactions and 888 catalyst types from USPTO. Predict which catalyst facilitates the given reaction. (1) Reactant: [F:1][C:2]1[CH:9]=[CH:8][C:5]([C:6]#[N:7])=[C:4]([S:10]([CH3:13])(=[O:12])=[O:11])[CH:3]=1.[ClH:14]. Product: [Cl-:14].[F:1][C:2]1[CH:9]=[CH:8][C:5]([CH2:6][NH3+:7])=[C:4]([S:10]([CH3:13])(=[O:12])=[O:11])[CH:3]=1. The catalyst class is: 63. (2) Reactant: [F:1][C:2]([F:7])([F:6])[C:3]([OH:5])=[O:4].[NH2:8][C:9]1[C:18]2[N:19]=[C:20]3[N:25](C(OC(C)(C)C)=O)[CH2:24][CH2:23][CH2:22][N:21]3[C:17]=2[C:16]2[C:11](=[CH:12][C:13]([Br:33])=[CH:14][CH:15]=2)[N:10]=1. Product: [F:1][C:2]([F:7])([F:6])[C:3]([OH:5])=[O:4].[Br:33][C:13]1[CH:12]=[C:11]2[C:16]([C:17]3[N:21]4[CH2:22][CH2:23][CH2:24][NH:25][C:20]4=[N:19][C:18]=3[C:9]([NH2:8])=[N:10]2)=[CH:15][CH:14]=1. The catalyst class is: 4. (3) Reactant: [O:1]=[C:2]1[N:8]([CH2:9][C:10]#[CH:11])[C:7]2[CH:12]=[CH:13][CH:14]=[CH:15][C:6]=2[O:5][C@H:4]([C:16]2[CH:21]=[CH:20][CH:19]=[CH:18][CH:17]=2)[C@@H:3]1[NH:22]C(=O)OC(C)(C)C. The catalyst class is: 557. Product: [NH2:22][C@@H:3]1[C:2](=[O:1])[N:8]([CH2:9][C:10]#[CH:11])[C:7]2[CH:12]=[CH:13][CH:14]=[CH:15][C:6]=2[O:5][C@@H:4]1[C:16]1[CH:21]=[CH:20][CH:19]=[CH:18][CH:17]=1. (4) Reactant: [CH2:1]([O:8][C:9]1[CH:14]=[CH:13][C:12]([C:15]2[N:16]([C:21]3[CH:26]=[CH:25][C:24]([OH:27])=[CH:23][CH:22]=3)[C:17]([CH3:20])=[CH:18][CH:19]=2)=[CH:11][CH:10]=1)[C:2]1[CH:7]=[CH:6][CH:5]=[CH:4][CH:3]=1.Br[CH2:29][CH2:30][CH2:31][CH2:32][CH2:33][CH2:34][CH2:35][CH3:36].C(=O)([O-])[O-].[K+].[K+].O. Product: [CH2:1]([O:8][C:9]1[CH:14]=[CH:13][C:12]([C:15]2[N:16]([C:21]3[CH:22]=[CH:23][C:24]([O:27][CH2:29][CH2:30][CH2:31][CH2:32][CH2:33][CH2:34][CH2:35][CH3:36])=[CH:25][CH:26]=3)[C:17]([CH3:20])=[CH:18][CH:19]=2)=[CH:11][CH:10]=1)[C:2]1[CH:3]=[CH:4][CH:5]=[CH:6][CH:7]=1. The catalyst class is: 3. (5) Reactant: [Cl:1][C:2]1[CH:7]=[C:6]([N+:8]([O-:10])=[O:9])[C:5](F)=[CH:4][C:3]=1[CH3:12].C(N(C(C)C)CC)(C)C.Cl.Cl.[CH3:24][O:25][C@H:26]1[CH2:31][CH2:30][C@H:29]([N:32]2[CH2:37][CH2:36][CH:35]([NH2:38])[CH2:34][CH2:33]2)[CH2:28][CH2:27]1. Product: [Cl:1][C:2]1[C:3]([CH3:12])=[CH:4][C:5]([NH:38][CH:35]2[CH2:34][CH2:33][N:32]([C@H:29]3[CH2:30][CH2:31][C@H:26]([O:25][CH3:24])[CH2:27][CH2:28]3)[CH2:37][CH2:36]2)=[C:6]([N+:8]([O-:10])=[O:9])[CH:7]=1. The catalyst class is: 42. (6) Reactant: [CH2:1]([N:3]([C:19]1[N:24]=[N:23][C:22]([C:25](N)=[O:26])=[CH:21][CH:20]=1)[CH2:4][C:5]1[CH:10]=[CH:9][CH:8]=[CH:7][C:6]=1[NH:11][CH2:12][C:13]1[CH:18]=[CH:17][CH:16]=[CH:15][CH:14]=1)[CH3:2].[OH-:28].[Na+]. Product: [CH2:1]([N:3]([C:19]1[N:24]=[N:23][C:22]([C:25]([OH:28])=[O:26])=[CH:21][CH:20]=1)[CH2:4][C:5]1[CH:10]=[CH:9][CH:8]=[CH:7][C:6]=1[NH:11][CH2:12][C:13]1[CH:18]=[CH:17][CH:16]=[CH:15][CH:14]=1)[CH3:2]. The catalyst class is: 51. (7) Reactant: [OH:1][CH2:2][C@@:3]([NH:24]C(=O)OC(C)(C)C)([CH3:23])[CH2:4][CH2:5][C:6]1[CH:11]=[CH:10][C:9]([O:12][CH2:13][CH2:14][CH2:15][C:16]([F:22])([F:21])[C:17]([F:20])([F:19])[F:18])=[CH:8][CH:7]=1.[ClH:32]. Product: [ClH:32].[NH2:24][C@:3]([CH3:23])([CH2:4][CH2:5][C:6]1[CH:7]=[CH:8][C:9]([O:12][CH2:13][CH2:14][CH2:15][C:16]([F:21])([F:22])[C:17]([F:18])([F:19])[F:20])=[CH:10][CH:11]=1)[CH2:2][OH:1]. The catalyst class is: 12.